This data is from Catalyst prediction with 721,799 reactions and 888 catalyst types from USPTO. The task is: Predict which catalyst facilitates the given reaction. (1) Reactant: [CH:1]1([NH:4][C:5](=[O:32])[C:6]2[CH:11]=[CH:10][C:9]([CH3:12])=[C:8]([N:13]3[CH:18]=[CH:17][NH:16][CH:15]([N:19]4[CH2:23][CH2:22][CH2:21][CH:20]4[C:24]4[CH:29]=[CH:28][CH:27]=[CH:26][C:25]=4[OH:30])[C:14]3=[O:31])[CH:7]=2)[CH2:3][CH2:2]1.C(=O)([O-])[O-].[K+].[K+].Br[CH2:40][CH2:41][CH2:42][Cl:43]. Product: [Cl:43][CH2:42][CH2:41][CH2:40][O:30][C:25]1[CH:26]=[CH:27][CH:28]=[CH:29][C:24]=1[CH:20]1[CH2:21][CH2:22][CH2:23][N:19]1[C:15]1[C:14](=[O:31])[N:13]([C:8]2[CH:7]=[C:6]([CH:11]=[CH:10][C:9]=2[CH3:12])[C:5]([NH:4][CH:1]2[CH2:3][CH2:2]2)=[O:32])[CH:18]=[CH:17][N:16]=1. The catalyst class is: 47. (2) Reactant: [NH2:1][CH2:2][CH2:3][NH:4][C:5]1[N:13]=[C:12]([Cl:14])[N:11]=[C:10]2[C:6]=1[N:7]=[CH:8][N:9]2[CH:15]1[CH2:19][CH2:18][CH2:17][CH2:16]1.CO.[F:22][C:23]([F:33])([F:32])[C:24]1[CH:31]=[CH:30][C:27]([CH:28]=O)=[CH:26][CH:25]=1.[BH3-]C#N.[Na+]. Product: [Cl:14][C:12]1[N:11]=[C:10]2[C:6]([N:7]=[CH:8][N:9]2[CH:15]2[CH2:19][CH2:18][CH2:17][CH2:16]2)=[C:5]([NH:4][CH2:3][CH2:2][NH:1][CH2:28][C:27]2[CH:26]=[CH:25][C:24]([C:23]([F:22])([F:32])[F:33])=[CH:31][CH:30]=2)[N:13]=1. The catalyst class is: 15. (3) Reactant: [Cl:1][C:2]1[CH:3]=[C:4]([NH:9][C:10]([C:12]2[CH:38]=[CH:37][C:15]([O:16][C:17]3[CH:22]=[CH:21][C:20]([CH2:23][C:24]([O:26]C(C)(C)C)=[O:25])=[CH:19][C:18]=3[CH2:31][NH:32][S:33]([CH3:36])(=[O:35])=[O:34])=[CH:14][CH:13]=2)=[O:11])[CH:5]=[CH:6][C:7]=1[Cl:8].C(O)(C(F)(F)F)=O. Product: [Cl:1][C:2]1[CH:3]=[C:4]([NH:9][C:10]([C:12]2[CH:13]=[CH:14][C:15]([O:16][C:17]3[CH:22]=[CH:21][C:20]([CH2:23][C:24]([OH:26])=[O:25])=[CH:19][C:18]=3[CH2:31][NH:32][S:33]([CH3:36])(=[O:35])=[O:34])=[CH:37][CH:38]=2)=[O:11])[CH:5]=[CH:6][C:7]=1[Cl:8]. The catalyst class is: 2. (4) Product: [CH2:1]([O:3][C:4]1[C:5]([CH3:13])=[C:6]([CH:7]=[CH:8][CH:9]=1)[NH2:10])[CH3:2]. The catalyst class is: 349. Reactant: [CH2:1]([O:3][C:4]1[CH:9]=[CH:8][CH:7]=[C:6]([N+:10]([O-])=O)[C:5]=1[CH3:13])[CH3:2].[H][H].